From a dataset of Catalyst prediction with 721,799 reactions and 888 catalyst types from USPTO. Predict which catalyst facilitates the given reaction. Reactant: Cl[C:2]1[C:7]([CH3:8])=[C:6]([CH2:9][NH:10][CH:11]2[CH2:13][CH2:12]2)[CH:5]=[CH:4][N:3]=1.[CH3:14][O-:15].[Na+]. Product: [CH:11]1([NH:10][CH2:9][C:6]2[CH:5]=[CH:4][N:3]=[C:2]([O:15][CH3:14])[C:7]=2[CH3:8])[CH2:13][CH2:12]1. The catalyst class is: 12.